Dataset: Reaction yield outcomes from USPTO patents with 853,638 reactions. Task: Predict the reaction yield, written as a fraction of the theoretical maximum amount of product (1.0 means a 100% yield; for example, 0.34 means a 34% yield). (1) The reactants are [Cl:1][C:2]1[N:7]=[CH:6][C:5]([CH2:8][CH2:9][OH:10])=[CH:4][CH:3]=1.[O:11]1[CH:16]=[CH:15][CH2:14][CH2:13][CH2:12]1. The catalyst is C1(C)C=CC(S(O)(=O)=O)=CC=1.ClCCl. The product is [Cl:1][C:2]1[CH:3]=[CH:4][C:5]([CH2:8][CH2:9][O:10][CH:12]2[CH2:13][CH2:14][CH2:15][CH2:16][O:11]2)=[CH:6][N:7]=1. The yield is 0.820. (2) The reactants are [I:1][C:2]1[CH:3]=[C:4]([CH:7]=[CH:8][CH:9]=1)[CH2:5]Br.[CH:10]1([NH2:13])[CH2:12][CH2:11]1. The catalyst is C(O)C. The product is [CH:10]1([NH:13][CH2:5][C:4]2[CH:7]=[CH:8][CH:9]=[C:2]([I:1])[CH:3]=2)[CH2:12][CH2:11]1. The yield is 0.810. (3) The reactants are [N:1]1[CH:6]=[CH:5][CH:4]=[C:3]([S:7](Cl)(=[O:9])=[O:8])[CH:2]=1.[NH2:11][C:12]1[CH:13]=[CH:14][CH:15]=[C:16]2[C:20]=1[N:19](COC)[C:18]([C:24]([O:26]CC)=[O:25])=[CH:17]2.[C:29](=O)([O-])[O-].[K+].[K+].CI. The catalyst is CN(C)C=O.C(OCC)(=O)C.[Cl-].[Na+].O.N1C=CC=CC=1. The product is [CH3:29][N:11]([S:7]([C:3]1[CH:2]=[N:1][CH:6]=[CH:5][CH:4]=1)(=[O:9])=[O:8])[C:12]1[CH:13]=[CH:14][CH:15]=[C:16]2[C:20]=1[NH:19][C:18]([C:24]([OH:26])=[O:25])=[CH:17]2. The yield is 0.370. (4) The reactants are [NH:1]1[C:9]2[C:4](=[CH:5][CH:6]=[CH:7][N:8]=2)[CH:3]=[CH:2]1.CCN(C(C)C)C(C)C.Cl[C:20]1[N:25]=[CH:24][N:23]=[C:22]([NH:26][C:27]2[CH:32]=[CH:31][C:30]([O:33][C:34]([F:37])([F:36])[F:35])=[CH:29][CH:28]=2)[CH:21]=1. The catalyst is C(O)(CC)C. The product is [N:1]1([C:20]2[N:25]=[CH:24][N:23]=[C:22]([NH:26][C:27]3[CH:28]=[CH:29][C:30]([O:33][C:34]([F:35])([F:36])[F:37])=[CH:31][CH:32]=3)[CH:21]=2)[C:9]2=[N:8][CH:7]=[CH:6][CH:5]=[C:4]2[CH:3]=[CH:2]1. The yield is 0.400. (5) The reactants are [CH:1]([C:3]1[C:11]2[C:6](=[N:7][CH:8]=[CH:9][C:10]=2[C:12]2[CH:22]=[CH:21][C:15]([C:16]([N:18]([CH3:20])[CH3:19])=[O:17])=[CH:14][CH:13]=2)[N:5]([CH3:23])[CH:4]=1)=O.[OH:24][C:25]1[C:30]2[C:31](=[O:34])[CH2:32][O:33][C:29]=2[CH:28]=[CH:27][CH:26]=1.Cl. The catalyst is C(O)C. The product is [OH:24][C:25]1[C:30]2[C:31](=[O:34])/[C:32](=[CH:1]/[C:3]3[C:11]4[C:6](=[N:7][CH:8]=[CH:9][C:10]=4[C:12]4[CH:22]=[CH:21][C:15]([C:16]([N:18]([CH3:20])[CH3:19])=[O:17])=[CH:14][CH:13]=4)[N:5]([CH3:23])[CH:4]=3)/[O:33][C:29]=2[CH:28]=[CH:27][CH:26]=1. The yield is 0.690. (6) The reactants are [CH3:1][O:2][C:3]1[N:7]([C:8]2[CH:13]=[CH:12][C:11]([C:14](=[O:21])[NH:15][CH2:16][CH2:17][CH2:18][O:19][CH3:20])=[CH:10][N:9]=2)[N:6]=[CH:5][C:4]=1[C:22]([O:24]CC)=[O:23].[OH-].[Li+].Cl. The catalyst is O1CCOCC1. The product is [CH3:1][O:2][C:3]1[N:7]([C:8]2[CH:13]=[CH:12][C:11]([C:14](=[O:21])[NH:15][CH2:16][CH2:17][CH2:18][O:19][CH3:20])=[CH:10][N:9]=2)[N:6]=[CH:5][C:4]=1[C:22]([OH:24])=[O:23]. The yield is 0.990. (7) The reactants are [CH3:1][N:2]1[C:6]2=[C:7]([S:13][CH3:14])[S:8][C:9]([C:10]([OH:12])=O)=[C:5]2[N:4]=[C:3]1[CH3:15].Cl.[F:17][C:18]([F:32])([F:31])[C:19]1[C:27]2[CH2:26][CH2:25][CH2:24][CH2:23][C:22]=2[N:21]([CH2:28][CH2:29][NH2:30])[N:20]=1.C1C=CC2N(O)N=NC=2C=1.C(N(CC)CC)C.CCN=C=NCCCN(C)C. The catalyst is O.CN(C=O)C. The product is [CH3:1][N:2]1[C:6]2=[C:7]([S:13][CH3:14])[S:8][C:9]([C:10]([NH:30][CH2:29][CH2:28][N:21]3[C:22]4[CH2:23][CH2:24][CH2:25][CH2:26][C:27]=4[C:19]([C:18]([F:32])([F:31])[F:17])=[N:20]3)=[O:12])=[C:5]2[N:4]=[C:3]1[CH3:15]. The yield is 0.700.